This data is from Full USPTO retrosynthesis dataset with 1.9M reactions from patents (1976-2016). The task is: Predict the reactants needed to synthesize the given product. (1) The reactants are: Cl[C:2]1[C:7]([C:8]#[N:9])=[CH:6][CH:5]=[CH:4][N:3]=1.[F:10][C:11]1[CH:16]=[CH:15][C:14](B(O)O)=[CH:13][N:12]=1.N#N.C(=O)([O-])[O-].[Cs+].[Cs+]. Given the product [F:10][C:11]1[N:12]=[CH:13][C:14]([C:2]2[C:7]([C:8]#[N:9])=[CH:6][CH:5]=[CH:4][N:3]=2)=[CH:15][CH:16]=1, predict the reactants needed to synthesize it. (2) The reactants are: CO[CH:3](OC)[CH2:4][N:5]([CH:15]1[CH2:20][CH2:19][N:18]([C:21]([O:23][C:24]([CH3:27])([CH3:26])[CH3:25])=[O:22])[CH2:17][CH2:16]1)[C:6]([NH:8][C:9]1[CH:14]=[CH:13][CH:12]=[CH:11][CH:10]=1)=[O:7].CS(O)(=O)=O.C(=O)([O-])[O-].[Na+].[Na+].C(=O)(O)[O-].[Na+].C(OC(OC(C)(C)C)=O)(OC(C)(C)C)=O. Given the product [O:7]=[C:6]1[N:8]([C:9]2[CH:10]=[CH:11][CH:12]=[CH:13][CH:14]=2)[CH:3]=[CH:4][N:5]1[CH:15]1[CH2:16][CH2:17][N:18]([C:21]([O:23][C:24]([CH3:26])([CH3:25])[CH3:27])=[O:22])[CH2:19][CH2:20]1, predict the reactants needed to synthesize it. (3) Given the product [CH2:1]([C@H:3]1[CH2:4][CH2:5][C@H:6]([NH:9][C:10]([C@@H:12]2[CH2:14][C@H:13]2[CH2:15][OH:16])=[O:11])[CH2:7][CH2:8]1)[CH3:2], predict the reactants needed to synthesize it. The reactants are: [CH2:1]([CH:3]1[CH2:8][CH2:7][CH:6]([NH:9][C:10]([C@@H:12]2[CH2:14][C@H:13]2[C:15](O)=[O:16])=[O:11])[CH2:5][CH2:4]1)[CH3:2].CC1CCC(NC([C@@H]2C[C@H]2C(O)=O)=O)CC1. (4) Given the product [Cl:1][C:2]1[CH:33]=[CH:32][CH:31]=[C:30]([Cl:34])[C:3]=1[C:4]([NH:6][C@@H:7]([CH2:11][C:12]1[CH:13]=[C:14]2[C:19](=[CH:20][CH:21]=1)[N:18]=[C:17]([C:22]1[C:27]([Cl:28])=[CH:26][CH:25]=[CH:24][C:23]=1[Cl:29])[CH:16]=[CH:15]2)[C:8]([OH:10])=[O:9])=[O:5], predict the reactants needed to synthesize it. The reactants are: [Cl:1][C:2]1[CH:33]=[CH:32][CH:31]=[C:30]([Cl:34])[C:3]=1[C:4]([NH:6][C@H:7]([CH2:11][C:12]1[CH:13]=[C:14]2[C:19](=[CH:20][CH:21]=1)[N:18]=[C:17]([C:22]1[C:27]([Cl:28])=[CH:26][CH:25]=[CH:24][C:23]=1[Cl:29])[CH:16]=[CH:15]2)[C:8]([OH:10])=[O:9])=[O:5].ClC1C=CC=C(Cl)C=1C(N[C@H](CC1C=C2C(=CC=1)NC(C1C(Cl)=CC=CC=1Cl)CC2SC1C=CC=CC=1)C(OC)=O)=O. (5) Given the product [Br:1][C:2]1[CH:7]=[C:6]([O:14][CH:12]2[CH2:13][C:10]([F:15])([F:9])[CH2:11]2)[CH:5]=[CH:4][N:3]=1, predict the reactants needed to synthesize it. The reactants are: [Br:1][C:2]1[CH:7]=[C:6](F)[CH:5]=[CH:4][N:3]=1.[F:9][C:10]1([F:15])[CH2:13][CH:12]([OH:14])[CH2:11]1.C([O-])([O-])=O.[Cs+].[Cs+].